From a dataset of Forward reaction prediction with 1.9M reactions from USPTO patents (1976-2016). Predict the product of the given reaction. (1) The product is: [NH2:15][CH2:19][C@H:20]([NH:27][C:8]([C:4]1[S:5][CH:6]=[C:2]([C:31]2[N:32]([CH3:33])[N:28]=[CH:29][CH:30]=2)[CH:3]=1)=[O:10])[C:21]1[CH:22]=[CH:23][CH:24]=[CH:25][CH:26]=1. Given the reactants Br[C:2]1[CH:3]=[C:4]([C:8]([OH:10])=O)[S:5][C:6]=1Br.CC([N:15]([CH2:19][C@H:20]([NH2:27])[C:21]1[CH:26]=[CH:25][CH:24]=[CH:23][CH:22]=1)C(=O)[O-])(C)C.[NH2:28][CH:29](CC1C=CC=CC=1)[CH2:30][CH2:31][NH:32][C:33](=O)OC(C)(C)C, predict the reaction product. (2) Given the reactants [C:1]([C:5]1[CH:32]=[CH:31][CH:30]=[CH:29][C:6]=1[O:7][C:8]1[C:13]([NH:14][C:15]2[S:19][C:18]([C:20]([CH3:28])([CH3:27])[CH2:21][CH2:22][C:23]([O:25]C)=[O:24])=[N:17][N:16]=2)=[CH:12][CH:11]=[CH:10][N:9]=1)([CH3:4])([CH3:3])[CH3:2].O.[OH-].[Li+].[Cl-].[NH4+], predict the reaction product. The product is: [C:1]([C:5]1[CH:32]=[CH:31][CH:30]=[CH:29][C:6]=1[O:7][C:8]1[C:13]([NH:14][C:15]2[S:19][C:18]([C:20]([CH3:27])([CH3:28])[CH2:21][CH2:22][C:23]([OH:25])=[O:24])=[N:17][N:16]=2)=[CH:12][CH:11]=[CH:10][N:9]=1)([CH3:2])([CH3:3])[CH3:4]. (3) The product is: [CH:4]1([CH2:21][O:22][C:7]2[CH:8]=[CH:9][C:10]([C:11]([OH:12])=[O:27])=[CH:19][CH:20]=2)[CH2:3][CH2:2][CH2:1]1. Given the reactants [CH2:1]([Li])[CH2:2][CH2:3][CH3:4].Br[C:7]1[CH:20]=[CH:19][C:10]([CH2:11][O:12]C2C=CC=CN=2)=[CH:9][CH:8]=1.[C:21](=O)=[O:22].C1C[O:27]CC1, predict the reaction product. (4) Given the reactants [F:1][CH:2]([F:28])[N:3]1[C:8](=[O:9])[CH:7]=[CH:6][C:5]([N:10]2[CH:14]=[CH:13][C:12]([N:15]3[CH2:20][CH2:19][O:18][C@@:17]([C@@H:22]([OH:26])[C:23]([OH:25])=O)([CH3:21])[C:16]3=[O:27])=[N:11]2)=[CH:4]1.C1C=NC2N(O)N=NC=2C=1.[O:39]1[C:43]2[CH:44]=[C:45]([NH2:48])[CH:46]=[CH:47][C:42]=2[C:41]([NH2:49])=[N:40]1.CCN=C=NCCCN(C)C.Cl, predict the reaction product. The product is: [NH2:49][C:41]1[C:42]2[CH:47]=[CH:46][C:45]([NH:48][C:23](=[O:25])[C@@H:22]([C@@:17]3([CH3:21])[O:18][CH2:19][CH2:20][N:15]([C:12]4[CH:13]=[CH:14][N:10]([C:5]5[CH:6]=[CH:7][C:8](=[O:9])[N:3]([CH:2]([F:28])[F:1])[CH:4]=5)[N:11]=4)[C:16]3=[O:27])[OH:26])=[CH:44][C:43]=2[O:39][N:40]=1. (5) The product is: [Si:1]([O:18][CH2:19][CH2:20][CH:21]([CH:30]=[O:35])[CH2:22][C:23]([O:25][C:26]([CH3:29])([CH3:28])[CH3:27])=[O:24])([C:14]([CH3:15])([CH3:17])[CH3:16])([C:8]1[CH:13]=[CH:12][CH:11]=[CH:10][CH:9]=1)[C:2]1[CH:3]=[CH:4][CH:5]=[CH:6][CH:7]=1. Given the reactants [Si:1]([O:18][CH2:19][CH2:20][CH:21]([C:30](=[O:35])NCOC)[CH2:22][C:23]([O:25][C:26]([CH3:29])([CH3:28])[CH3:27])=[O:24])([C:14]([CH3:17])([CH3:16])[CH3:15])([C:8]1[CH:13]=[CH:12][CH:11]=[CH:10][CH:9]=1)[C:2]1[CH:7]=[CH:6][CH:5]=[CH:4][CH:3]=1.O1CCCC1.[H-].C([Al+]CC(C)C)C(C)C.[C@H](O)(C([O-])=O)[C@@H](O)C([O-])=O.[Na+].[K+], predict the reaction product. (6) Given the reactants [SH:1][C:2]1[CH:3]=[C:4]([CH:10]=[CH:11][CH:12]=1)[C:5]([O:7][CH2:8][CH3:9])=[O:6].C1C(=O)N(Cl)C(=O)C1.[Cl:21][C:22]1[C:30]([F:31])=[C:29]2[C:25]([CH:26]=[CH:27][N:28]2[C:32]2[CH:33]=[N:34][N:35]([CH2:37][CH2:38][CH3:39])[CH:36]=2)=[CH:24][CH:23]=1, predict the reaction product. The product is: [Cl:21][C:22]1[C:30]([F:31])=[C:29]2[C:25]([C:26]([S:1][C:2]3[CH:3]=[C:4]([CH:10]=[CH:11][CH:12]=3)[C:5]([O:7][CH2:8][CH3:9])=[O:6])=[CH:27][N:28]2[C:32]2[CH:33]=[N:34][N:35]([CH2:37][CH2:38][CH3:39])[CH:36]=2)=[CH:24][CH:23]=1.